This data is from Full USPTO retrosynthesis dataset with 1.9M reactions from patents (1976-2016). The task is: Predict the reactants needed to synthesize the given product. (1) The reactants are: [F:1][C:2]([F:19])([C:7]1[CH:11]=[C:10]([NH2:12])[N:9]([C:13]2[CH:18]=[CH:17][CH:16]=[CH:15][CH:14]=2)[N:8]=1)[C:3]([F:6])([F:5])[F:4].C(=O)([O-])[O-].[K+].[K+].Cl[C:27]([O:29][C:30]1[CH:35]=[CH:34][CH:33]=[CH:32][CH:31]=1)=[O:28]. Given the product [F:19][C:2]([F:1])([C:7]1[CH:11]=[C:10]([NH:12][C:27](=[O:28])[O:29][C:30]2[CH:35]=[CH:34][CH:33]=[CH:32][CH:31]=2)[N:9]([C:13]2[CH:14]=[CH:15][CH:16]=[CH:17][CH:18]=2)[N:8]=1)[C:3]([F:6])([F:5])[F:4], predict the reactants needed to synthesize it. (2) Given the product [NH2:1][C:2]1[C:11]2[C:6](=[CH:7][CH:8]=[CH:9][C:10]=2[O:12][CH2:13][C@@H:14]([NH:16][C:33]([C:29]2[C:25]3[O:26][CH2:27][CH2:28][O:23][C:24]=3[CH:32]=[CH:31][CH:30]=2)=[O:34])[CH3:15])[N:5]=[C:4]([CH3:17])[C:3]=1[C:18]([O:20][CH2:21][CH3:22])=[O:19], predict the reactants needed to synthesize it. The reactants are: [NH2:1][C:2]1[C:11]2[C:6](=[CH:7][CH:8]=[CH:9][C:10]=2[O:12][CH2:13][C@@H:14]([NH2:16])[CH3:15])[N:5]=[C:4]([CH3:17])[C:3]=1[C:18]([O:20][CH2:21][CH3:22])=[O:19].[O:23]1[CH2:28][CH2:27][O:26][C:25]2[C:29]([C:33](O)=[O:34])=[CH:30][CH:31]=[CH:32][C:24]1=2. (3) Given the product [F:20][C:17]1[CH:18]=[CH:19][C:10]([CH2:9][NH:8][C:6](=[O:7])[O:5][C:1]([CH3:2])([CH3:3])[CH3:4])=[C:11]([C:12]([NH:24][CH:21]([CH3:23])[CH3:22])=[O:14])[CH:16]=1, predict the reactants needed to synthesize it. The reactants are: [C:1]([O:5][C:6]([NH:8][CH2:9][C:10]1[CH:19]=[CH:18][C:17]([F:20])=[CH:16][C:11]=1[C:12]([O:14]C)=O)=[O:7])([CH3:4])([CH3:3])[CH3:2].[CH:21]([NH2:24])([CH3:23])[CH3:22]. (4) Given the product [CH:14]1([NH:20][C:2]2[S:6][C:5]([C:7]([O:9][CH3:10])=[O:8])=[CH:4][C:3]=2[N+:11]([O-:13])=[O:12])[CH2:19][CH2:18][CH2:17][CH2:16][CH2:15]1, predict the reactants needed to synthesize it. The reactants are: Cl[C:2]1[S:6][C:5]([C:7]([O:9][CH3:10])=[O:8])=[CH:4][C:3]=1[N+:11]([O-:13])=[O:12].[CH:14]1([NH2:20])[CH2:19][CH2:18][CH2:17][CH2:16][CH2:15]1.O. (5) Given the product [F:1][C:2]1[CH:3]=[C:4]([CH:22]=[CH:23][C:24]=1[C:25]([F:27])([F:26])[F:28])[CH2:5][C@@H:6]1[CH2:11][C@H:10]([C:12]2[O:16][NH:15][C:14](=[O:17])[CH:13]=2)[CH2:9][CH2:8][NH:7]1, predict the reactants needed to synthesize it. The reactants are: [F:1][C:2]1[CH:3]=[C:4]([CH:22]=[CH:23][C:24]=1[C:25]([F:28])([F:27])[F:26])[CH2:5][C@@H:6]1[CH2:11][C@H:10]([C:12]2[O:16][NH:15][C:14](=[O:17])[CH:13]=2)[CH2:9][CH2:8][N:7]1C(OC)=O.Br. (6) Given the product [Cl:17][C:18]1[C:23]([Cl:24])=[CH:22][CH:21]=[CH:20][C:19]=1[S:25]([NH:13][C:12]1[CH:14]=[CH:15][C:9]([B:4]2[O:3][C:2]([CH3:16])([CH3:1])[C:6]([CH3:7])([CH3:8])[O:5]2)=[CH:10][CH:11]=1)(=[O:27])=[O:26], predict the reactants needed to synthesize it. The reactants are: [CH3:1][C:2]1([CH3:16])[C:6]([CH3:8])([CH3:7])[O:5][B:4]([C:9]2[CH:15]=[CH:14][C:12]([NH2:13])=[CH:11][CH:10]=2)[O:3]1.[Cl:17][C:18]1[C:23]([Cl:24])=[CH:22][CH:21]=[CH:20][C:19]=1[S:25](Cl)(=[O:27])=[O:26]. (7) Given the product [F:39][C:33]1[CH:34]=[C:35]([F:38])[CH:36]=[CH:37][C:32]=1[C@H:30]([O:29][C:27]([NH:26][C:25]1[CH:24]=[C:23]([F:40])[S:22][C:21]=1[C:18]1[CH:19]=[CH:20][C:15]([C:12]2[CH:13]=[CH:14][C:9]([C:6]3([C:4]([OH:5])=[O:3])[CH2:7][CH2:8]3)=[CH:10][CH:11]=2)=[CH:16][CH:17]=1)=[O:28])[CH3:31], predict the reactants needed to synthesize it. The reactants are: C([O:3][C:4]([C:6]1([C:9]2[CH:14]=[CH:13][C:12]([C:15]3[CH:20]=[CH:19][C:18]([C:21]4[S:22][C:23]([F:40])=[CH:24][C:25]=4[NH:26][C:27]([O:29][C@@H:30]([C:32]4[CH:37]=[CH:36][C:35]([F:38])=[CH:34][C:33]=4[F:39])[CH3:31])=[O:28])=[CH:17][CH:16]=3)=[CH:11][CH:10]=2)[CH2:8][CH2:7]1)=[O:5])C.[OH-].[Na+].Cl.